Task: Predict the product of the given reaction.. Dataset: Forward reaction prediction with 1.9M reactions from USPTO patents (1976-2016) (1) Given the reactants S=[C:2]1[CH2:6][O:5][C:4](=[O:7])[NH:3]1.[CH2:8]([NH2:11])[C:9]#[CH:10], predict the reaction product. The product is: [CH2:8]([NH:11][C:2]1[CH2:6][O:5][C:4](=[O:7])[N:3]=1)[C:9]#[CH:10]. (2) Given the reactants [Cl:1][C:2]1[CH:7]=[CH:6][CH:5]=[CH:4][C:3]=1[NH:8][C:9]1[NH:14][C:13]2=[C:15]([OH:22])[CH:16]=[C:17]([N+:19]([O-:21])=[O:20])[CH:18]=[C:12]2[S:11](=[O:24])(=[O:23])[N:10]=1.COC1C2NC(=O)NS(=O)(=O)C=2C=C([N+]([O-])=O)C=1.ClC1C([F:51])=CC=CC=1N, predict the reaction product. The product is: [Cl:1][C:2]1[C:7]([F:51])=[CH:6][CH:5]=[CH:4][C:3]=1[NH:8][C:9]1[NH:14][C:13]2=[C:15]([OH:22])[CH:16]=[C:17]([N+:19]([O-:21])=[O:20])[CH:18]=[C:12]2[S:11](=[O:24])(=[O:23])[N:10]=1. (3) The product is: [N:17]1([CH:13]([NH:8][C:6](=[O:7])[C:5]2[CH:9]=[CH:10][C:2]([Cl:1])=[CH:3][CH:4]=2)[C:12]([Cl:16])([Cl:11])[CH3:15])[C:21]2[CH:22]=[CH:23][CH:24]=[CH:25][C:20]=2[N:19]=[N:18]1. Given the reactants [Cl:1][C:2]1[CH:10]=[CH:9][C:5]([C:6]([NH2:8])=[O:7])=[CH:4][CH:3]=1.[Cl:11][C:12]([Cl:16])([CH3:15])[CH:13]=O.[NH:17]1[C:21]2[CH:22]=[CH:23][CH:24]=[CH:25][C:20]=2[N:19]=[N:18]1.C1(C)C=CC(S(O)(=O)=O)=CC=1, predict the reaction product. (4) Given the reactants [N:1]1([S:7]([NH2:10])(=[O:9])=[O:8])[CH2:6][CH2:5][O:4][CH2:3][CH2:2]1.C1(P(C2CCCCC2)C2C=CC=CC=2C2C(C(C)C)=CC(C(C)C)=CC=2C(C)C)CCCCC1.C(=O)([O-])[O-].[Cs+].[Cs+].Cl[C:52]1[CH:57]=[C:56]([O:58][C@@H:59]([C@@H:61]2[CH2:65][O:64][C:63]([CH3:67])([CH3:66])[O:62]2)[CH3:60])[N:55]=[C:54]([S:68][CH2:69][C:70]2[CH:75]=[CH:74][CH:73]=[C:72]([F:76])[C:71]=2[F:77])[N:53]=1, predict the reaction product. The product is: [F:77][C:71]1[C:72]([F:76])=[CH:73][CH:74]=[CH:75][C:70]=1[CH2:69][S:68][C:54]1[N:53]=[C:52]([NH:10][S:7]([N:1]2[CH2:6][CH2:5][O:4][CH2:3][CH2:2]2)(=[O:9])=[O:8])[CH:57]=[C:56]([O:58][C@@H:59]([C@@H:61]2[CH2:65][O:64][C:63]([CH3:66])([CH3:67])[O:62]2)[CH3:60])[N:55]=1. (5) Given the reactants Br[C:2]1[CH:3]=[C:4]([CH:14]=[C:15]([N+:17]([O-:19])=[O:18])[CH:16]=1)[CH2:5][O:6][Si:7]([C:10]([CH3:13])([CH3:12])[CH3:11])([CH3:9])[CH3:8].[B:20]1([B:20]2[O:24][C:23]([CH3:26])([CH3:25])[C:22]([CH3:28])([CH3:27])[O:21]2)[O:24][C:23]([CH3:26])([CH3:25])[C:22]([CH3:28])([CH3:27])[O:21]1.C([O-])(=O)C.[K+], predict the reaction product. The product is: [C:10]([Si:7]([CH3:9])([CH3:8])[O:6][CH2:5][C:4]1[CH:3]=[C:2]([B:20]2[O:24][C:23]([CH3:26])([CH3:25])[C:22]([CH3:28])([CH3:27])[O:21]2)[CH:16]=[C:15]([N+:17]([O-:19])=[O:18])[CH:14]=1)([CH3:13])([CH3:12])[CH3:11]. (6) The product is: [CH3:52][N:53]([CH3:57])[CH2:54][CH2:55][NH:56][C:2]([C@:4]12[CH2:39][CH2:38][C@@H:37]([CH:40]([CH3:42])[CH3:41])[C@@H:5]1[C@@H:6]1[C@@:19]([CH3:22])([CH2:20][CH2:21]2)[C@@:18]2([CH3:23])[C@@H:9]([C@:10]3([CH3:36])[C@@H:15]([CH2:16][CH2:17]2)[C:14]([CH3:25])([CH3:24])[C@@H:13]([C:26]2[CH:35]=[CH:34][C:29]([C:30]([O:32][CH3:33])=[O:31])=[CH:28][CH:27]=2)[CH2:12][CH2:11]3)[CH2:8][CH2:7]1)=[O:3]. Given the reactants Cl[C:2]([C@:4]12[CH2:39][CH2:38][C@@H:37]([C:40]([CH3:42])=[CH2:41])[C@@H:5]1[C@@H:6]1[C@@:19]([CH3:22])([CH2:20][CH2:21]2)[C@@:18]2([CH3:23])[C@@H:9]([C@:10]3([CH3:36])[C@@H:15]([CH2:16][CH2:17]2)[C:14]([CH3:25])([CH3:24])[C:13]([C:26]2[CH:35]=[CH:34][C:29]([C:30]([O:32][CH3:33])=[O:31])=[CH:28][CH:27]=2)=[CH:12][CH2:11]3)[CH2:8][CH2:7]1)=[O:3].CCN(C(C)C)C(C)C.[CH3:52][N:53]([CH3:57])[CH2:54][CH2:55][NH2:56], predict the reaction product.